Dataset: Catalyst prediction with 721,799 reactions and 888 catalyst types from USPTO. Task: Predict which catalyst facilitates the given reaction. Reactant: [Cl-].[C:2]([O:6][C:7](=[O:10])[CH2:8][Zn+])([CH3:5])([CH3:4])[CH3:3].[Br:11][C:12]1[CH:13]=[C:14]2[C:25](=[CH:26][CH:27]=1)[O:24][C:17]1[C:18]([F:23])=[N:19][C:20]([Cl:22])=[CH:21][C:16]=1/[C:15]/2=[N:28]\[S:29]([C:31]([CH3:34])([CH3:33])[CH3:32])=[O:30]. Product: [Br:11][C:12]1[CH:13]=[C:14]2[C:25](=[CH:26][CH:27]=1)[O:24][C:17]1[C:18]([F:23])=[N:19][C:20]([Cl:22])=[CH:21][C:16]=1[C:15]2([CH2:8][C:7]([O:6][C:2]([CH3:5])([CH3:4])[CH3:3])=[O:10])[NH:28][S:29]([C:31]([CH3:34])([CH3:33])[CH3:32])=[O:30]. The catalyst class is: 49.